This data is from Full USPTO retrosynthesis dataset with 1.9M reactions from patents (1976-2016). The task is: Predict the reactants needed to synthesize the given product. (1) Given the product [Cl:14][C:15]1[CH:16]=[C:17](/[CH:22]=[CH:23]/[S:24]([NH:1][C:2]2[CH:7]=[C:6]([F:8])[CH:5]=[C:4]([F:9])[C:3]=2[S:10]([NH2:13])(=[O:12])=[O:11])(=[O:26])=[O:25])[CH:18]=[CH:19][C:20]=1[Cl:21], predict the reactants needed to synthesize it. The reactants are: [NH2:1][C:2]1[CH:7]=[C:6]([F:8])[CH:5]=[C:4]([F:9])[C:3]=1[S:10]([NH2:13])(=[O:12])=[O:11].[Cl:14][C:15]1[CH:16]=[C:17](/[CH:22]=[CH:23]/[S:24](Cl)(=[O:26])=[O:25])[CH:18]=[CH:19][C:20]=1[Cl:21]. (2) The reactants are: [F:1][C:2]1[CH:3]=[C:4]([OH:10])[CH:5]=[CH:6][C:7]=1[O:8][CH3:9].[Br:11]Br.O.S([O-])([O-])=O.[Na+].[Na+]. Given the product [Br:11][C:5]1[CH:6]=[C:7]([O:8][CH3:9])[C:2]([F:1])=[CH:3][C:4]=1[OH:10], predict the reactants needed to synthesize it. (3) Given the product [Cl:35][C:10]1[CH:11]=[C:12]([C:13](=[O:14])[NH:15][CH2:16][C:17]2[CH:22]=[C:21]([Cl:23])[CH:20]=[CH:19][C:18]=2[S:24]([CH2:27][CH3:28])(=[O:26])=[O:25])[CH:29]=[C:30]([C:31]([F:34])([F:33])[F:32])[C:9]=1[CH2:8][N:4]1[CH2:5][CH2:6][CH2:7][C@H:2]([NH:1][CH2:37][CH2:38][CH2:39][NH:40][C:41](=[O:47])[O:42][C:43]([CH3:46])([CH3:45])[CH3:44])[CH2:3]1, predict the reactants needed to synthesize it. The reactants are: [NH2:1][C@H:2]1[CH2:7][CH2:6][CH2:5][N:4]([CH2:8][C:9]2[C:30]([C:31]([F:34])([F:33])[F:32])=[CH:29][C:12]([C:13]([NH:15][CH2:16][C:17]3[CH:22]=[C:21]([Cl:23])[CH:20]=[CH:19][C:18]=3[S:24]([CH2:27][CH3:28])(=[O:26])=[O:25])=[O:14])=[CH:11][C:10]=2[Cl:35])[CH2:3]1.Br[CH2:37][CH2:38][CH2:39][NH:40][C:41](=[O:47])[O:42][C:43]([CH3:46])([CH3:45])[CH3:44]. (4) The reactants are: [OH-].[Na+].C([NH:11][C:12]([NH:14][C:15]1[CH:20]=[C:19]([N:21]2[CH:25]=[CH:24][CH:23]=[N:22]2)[CH:18]=[C:17]([Br:26])[CH:16]=1)=[S:13])(=O)C1C=CC=CC=1. Given the product [Br:26][C:17]1[CH:16]=[C:15]([NH:14][C:12]([NH2:11])=[S:13])[CH:20]=[C:19]([N:21]2[CH:25]=[CH:24][CH:23]=[N:22]2)[CH:18]=1, predict the reactants needed to synthesize it. (5) Given the product [C:1]([C:3]1[CH:4]=[CH:5][C:6]2[N:7]([C:9]([C:12]([OH:14])=[O:13])=[CH:10][N:11]=2)[CH:8]=1)(=[O:22])[NH2:2], predict the reactants needed to synthesize it. The reactants are: [C:1]([C:3]1[CH:4]=[CH:5][C:6]2[N:7]([C:9]([C:12]([O:14]CC)=[O:13])=[CH:10][N:11]=2)[CH:8]=1)#[N:2].[Li+].[OH-].C(O)(=O)CC(CC(O)=O)(C(O)=O)[OH:22]. (6) The reactants are: [CH3:1]COCC.C[Li].[O:8]=[C:9]1[CH2:13][CH2:12][CH2:11][CH:10]1[NH:14][C:15](=[O:21])[O:16][C:17]([CH3:20])([CH3:19])[CH3:18].[Cl-].[Ce+3].[Cl-].[Cl-]. Given the product [OH:8][C:9]1([CH3:1])[CH2:13][CH2:12][CH2:11][CH:10]1[NH:14][C:15](=[O:21])[O:16][C:17]([CH3:18])([CH3:20])[CH3:19], predict the reactants needed to synthesize it.